Predict the reaction yield, written as a fraction of the theoretical maximum amount of product (1.0 means a 100% yield; for example, 0.34 means a 34% yield). From a dataset of Reaction yield outcomes from USPTO patents with 853,638 reactions. The reactants are C([O:3][C:4](=[O:29])[CH:5]([C:10]1[CH:11]=[C:12]([C:21]2[CH:26]=[CH:25][C:24]([O:27][CH3:28])=[CH:23][CH:22]=2)[C:13]([O:16][CH2:17][CH:18]2[CH2:20][CH2:19]2)=[CH:14][CH:15]=1)[CH2:6][CH:7]([CH3:9])[CH3:8])C.O.[OH-].[Li+]. The catalyst is CO.C1COCC1.O. The product is [CH:18]1([CH2:17][O:16][C:13]2[C:12]([C:21]3[CH:26]=[CH:25][C:24]([O:27][CH3:28])=[CH:23][CH:22]=3)=[CH:11][C:10]([CH:5]([CH2:6][CH:7]([CH3:9])[CH3:8])[C:4]([OH:29])=[O:3])=[CH:15][CH:14]=2)[CH2:19][CH2:20]1. The yield is 0.710.